Dataset: Tox21: 12 toxicity assays (nuclear receptors and stress response pathways). Task: Binary classification across 12 toxicity assays. (1) The compound is C[C@H]1CN(c2c(F)c(N)c3c(=O)c(C(=O)O)cn(C4CC4)c3c2F)C[C@@H](C)N1. It tested positive (active) for: NR-AR (Androgen Receptor agonist activity). (2) The compound is CC1=CC2C3CC(C=C3C)C2C1. It tested positive (active) for: SR-ARE (Antioxidant Response Element (oxidative stress)). (3) The drug is CCCCC(CC)COC(=O)c1ccc(C(=O)OCC(CC)CCCC)c(C(=O)OCC(CC)CCCC)c1. It tested positive (active) for: NR-ER (Estrogen Receptor agonist activity).